This data is from Peptide-MHC class I binding affinity with 185,985 pairs from IEDB/IMGT. The task is: Regression. Given a peptide amino acid sequence and an MHC pseudo amino acid sequence, predict their binding affinity value. This is MHC class I binding data. (1) The peptide sequence is KYRLKHIVW. The MHC is HLA-A24:02 with pseudo-sequence HLA-A24:02. The binding affinity (normalized) is 0.377. (2) The peptide sequence is RTELGVEFLK. The MHC is HLA-A03:01 with pseudo-sequence HLA-A03:01. The binding affinity (normalized) is 0.365. (3) The peptide sequence is PASISSVLTI. The MHC is HLA-A02:03 with pseudo-sequence HLA-A02:03. The binding affinity (normalized) is 0.591.